This data is from Reaction yield outcomes from USPTO patents with 853,638 reactions. The task is: Predict the reaction yield, written as a fraction of the theoretical maximum amount of product (1.0 means a 100% yield; for example, 0.34 means a 34% yield). (1) The reactants are Br.Br[CH2:3][C:4]1[N:5]=[C:6]2[C:11](=[N:12][CH:13]=1)[N:10]=[C:9]([NH2:14])[N:8]=[C:7]2[NH2:15].[CH2:16]([NH2:23])[C:17]1[CH:22]=[CH:21][CH:20]=[CH:19][CH:18]=1.C(=O)(O)[O-]. The catalyst is CN(C)C(=O)C. The product is [CH2:16]([NH:23][CH2:3][C:4]1[N:5]=[C:6]2[C:11](=[N:12][CH:13]=1)[N:10]=[C:9]([NH2:14])[N:8]=[C:7]2[NH2:15])[C:17]1[CH:22]=[CH:21][CH:20]=[CH:19][CH:18]=1. The yield is 0.620. (2) The reactants are [C:1]1([C:7]2[CH:8]=[C:9]([C:16]([OH:18])=O)[S:10][C:11]=2[C:12]([F:15])([F:14])[F:13])[CH:6]=[CH:5][CH:4]=[CH:3][CH:2]=1.CC[N:21]=[C:22]=[N:23]CCCN(C)C.[CH:30]1[CH:31]=[CH:32][C:33]2N(O)N=[N:36][C:34]=2[CH:35]=1.O1CCO[CH2:42][CH2:41]1. No catalyst specified. The product is [NH:36]1[C:34]2[C:33](=[CH:32][C:31]([C:22]3[N:23]=[C:16]([C:9]4[S:10][C:11]([C:12]([F:13])([F:14])[F:15])=[C:7]([C:1]5[CH:2]=[CH:3][CH:4]=[CH:5][CH:6]=5)[CH:8]=4)[O:18][N:21]=3)=[CH:30][CH:35]=2)[CH:42]=[CH:41]1. The yield is 0.467. (3) The reactants are [Cl:1][C:2]1[CH:7]=[CH:6][C:5]([S:8][CH2:9][C:10]2[CH:18]=[CH:17][CH:16]=[CH:15][C:11]=2[C:12]([OH:14])=O)=[C:4]([NH:19][S:20]([C:23]2[CH:28]=[CH:27][C:26]([Cl:29])=[C:25]([C:30]([F:33])([F:32])[F:31])[CH:24]=2)(=[O:22])=[O:21])[CH:3]=1.C1C=C[C:37]2N(O)N=[N:40][C:38]=2C=1.C(Cl)CCl.Cl.C(N)C. The catalyst is CN(C=O)C.O. The product is [Cl:1][C:2]1[CH:7]=[CH:6][C:5]([S:8][CH2:9][C:10]2[CH:18]=[CH:17][CH:16]=[CH:15][C:11]=2[C:12]([NH:40][CH2:38][CH3:37])=[O:14])=[C:4]([NH:19][S:20]([C:23]2[CH:28]=[CH:27][C:26]([Cl:29])=[C:25]([C:30]([F:32])([F:31])[F:33])[CH:24]=2)(=[O:22])=[O:21])[CH:3]=1. The yield is 0.240. (4) The yield is 0.990. The product is [Cl:1][C:2]1[CH:3]=[C:4]([S:9]([N:13]2[CH2:18][CH2:17][CH:16]([CH2:19][NH:20][C:21](=[O:27])[O:22][C:23]([CH3:25])([CH3:24])[CH3:26])[CH2:15][CH2:14]2)(=[O:11])=[O:10])[CH:5]=[CH:6][C:7]=1[Cl:8]. The reactants are [Cl:1][C:2]1[CH:3]=[C:4]([S:9](Cl)(=[O:11])=[O:10])[CH:5]=[CH:6][C:7]=1[Cl:8].[NH:13]1[CH2:18][CH2:17][CH:16]([CH2:19][NH:20][C:21](=[O:27])[O:22][C:23]([CH3:26])([CH3:25])[CH3:24])[CH2:15][CH2:14]1.C(N(CC)CC)C.CO. The catalyst is C(Cl)Cl. (5) The reactants are [C:1]1([S:7]([N:10]2[C:14]3=[N:15][CH:16]=[CH:17][CH:18]=[C:13]3[CH:12]=[C:11]2[C:19](OS(C2C=CC(C)=CC=2)(=O)=O)=[CH:20][CH:21]2[CH2:25][CH2:24][CH2:23][CH2:22]2)(=[O:9])=[O:8])[CH:6]=[CH:5][CH:4]=[CH:3][CH:2]=1.[CH3:37][N:38]([CH3:48])[C:39]1[CH:44]=[CH:43][C:42](B(O)O)=[CH:41][CH:40]=1.C(=O)([O-])[O-].[Na+].[Na+]. The catalyst is O1CCOCC1.C(OCC)(=O)C.Cl[Pd](Cl)([P](C1C=CC=CC=1)(C1C=CC=CC=1)C1C=CC=CC=1)[P](C1C=CC=CC=1)(C1C=CC=CC=1)C1C=CC=CC=1. The product is [C:1]1([S:7]([N:10]2[C:14]3=[N:15][CH:16]=[CH:17][CH:18]=[C:13]3[CH:12]=[C:11]2[C:19]([C:42]2[CH:43]=[CH:44][C:39]([N:38]([CH3:48])[CH3:37])=[CH:40][CH:41]=2)=[CH:20][CH:21]2[CH2:25][CH2:24][CH2:23][CH2:22]2)(=[O:8])=[O:9])[CH:2]=[CH:3][CH:4]=[CH:5][CH:6]=1. The yield is 0.590. (6) The reactants are [NH:1]1[CH2:6][CH2:5][CH2:4][CH2:3][CH:2]1[C:7]1[NH:8][C:9]2[C:14]([CH:15]=1)=[CH:13][C:12]([NH2:16])=[CH:11][CH:10]=2.[CH3:17][C:18]([O:21][C:22](O[C:22]([O:21][C:18]([CH3:20])([CH3:19])[CH3:17])=[O:23])=[O:23])([CH3:20])[CH3:19]. The catalyst is CCN(CC)CC.C1COCC1.O. The product is [NH2:16][C:12]1[CH:13]=[C:14]2[C:9](=[CH:10][CH:11]=1)[NH:8][C:7]([CH:2]1[CH2:3][CH2:4][CH2:5][CH2:6][N:1]1[C:22]([O:21][C:18]([CH3:20])([CH3:19])[CH3:17])=[O:23])=[CH:15]2. The yield is 0.0100.